Dataset: Full USPTO retrosynthesis dataset with 1.9M reactions from patents (1976-2016). Task: Predict the reactants needed to synthesize the given product. (1) Given the product [CH:30]1([O:29][C:4]2[C:5]3[C:10]([C:11]4[CH:20]=[CH:19][C:14]([C:15](=[O:16])[NH:17][CH3:18])=[CH:13][CH:12]=4)=[CH:9][N:8]([CH2:21][O:22][CH2:23][CH2:24][Si:25]([CH3:28])([CH3:27])[CH3:26])[C:6]=3[N:7]=[C:2]([NH:34][C:35]3[CH:48]=[CH:47][C:38]([C:39]([NH:41][CH:42]4[CH2:43][N:44]([CH3:46])[CH2:45]4)=[O:40])=[CH:37][C:36]=3[O:49][CH3:50])[N:3]=2)[CH2:33][CH2:32][CH2:31]1, predict the reactants needed to synthesize it. The reactants are: Cl[C:2]1[N:3]=[C:4]([O:29][CH:30]2[CH2:33][CH2:32][CH2:31]2)[C:5]2[C:10]([C:11]3[CH:20]=[CH:19][C:14]([C:15]([NH:17][CH3:18])=[O:16])=[CH:13][CH:12]=3)=[CH:9][N:8]([CH2:21][O:22][CH2:23][CH2:24][Si:25]([CH3:28])([CH3:27])[CH3:26])[C:6]=2[N:7]=1.[NH2:34][C:35]1[CH:48]=[CH:47][C:38]([C:39]([NH:41][CH:42]2[CH2:45][N:44]([CH3:46])[CH2:43]2)=[O:40])=[CH:37][C:36]=1[O:49][CH3:50].C(=O)([O-])[O-].[Cs+].[Cs+].C1(P(C2C=CC=CC=2)C2C=CC3C(=CC=CC=3)C=2C2C3C(=CC=CC=3)C=CC=2P(C2C=CC=CC=2)C2C=CC=CC=2)C=CC=CC=1. (2) Given the product [Cl:32][C:33]1[CH:34]=[C:35]2[C:39](=[CH:40][CH:41]=1)[N:38]([CH2:42][C:43]([O:45][CH3:46])=[O:44])[C:37]([CH3:2])=[C:36]2[CH2:47][C:48]1[CH:53]=[CH:52][C:51](=[O:54])[N:50]([CH2:59][C:58]2[CH:61]=[C:62]([F:66])[C:63]([F:65])=[CH:64][C:57]=2[F:56])[CH:49]=1, predict the reactants needed to synthesize it. The reactants are: F[C:2]1C=CC=C(F)C=1CN1C(=O)C=CC(CC2C3C(=CC=CC=3)N(CC(O)=O)C=2C)=C1.[Cl:32][C:33]1[CH:34]=[C:35]2[C:39](=[CH:40][CH:41]=1)[N:38]([CH2:42][C:43]([O:45][CH3:46])=[O:44])[CH:37]=[C:36]2[CH2:47][C:48]1[CH:49]=[N:50][C:51]([O:54]C)=[CH:52][CH:53]=1.[F:56][C:57]1[CH:64]=[C:63]([F:65])[C:62]([F:66])=[CH:61][C:58]=1[CH2:59]Br.[Na+].[I-]. (3) Given the product [N+:60]([C:57]1[CH:56]=[CH:55][C:54]([O:53][C:49]2[CH:48]=[C:47]([C:45]3[O:46][C:42]([C:9]4[CH:10]=[C:11]([OH:35])[C:12]([C:14]5[O:18][C:17]([C:19]6[CH:24]=[CH:23][CH:22]=[C:21]([O:25][C:26]7[CH:31]=[CH:30][C:29]([N+:32]([O-:34])=[O:33])=[CH:28][CH:27]=7)[CH:20]=6)=[N:16][N:15]=5)=[CH:13][C:8]=4[OH:7])=[N:43][N:44]=3)[CH:52]=[CH:51][CH:50]=2)=[CH:59][CH:58]=1)([O-:62])=[O:61], predict the reactants needed to synthesize it. The reactants are: C([O:7][C:8]1[CH:13]=[C:12]([C:14]2[O:18][C:17]([C:19]3[CH:24]=[CH:23][CH:22]=[C:21]([O:25][C:26]4[CH:31]=[CH:30][C:29]([N+:32]([O-:34])=[O:33])=[CH:28][CH:27]=4)[CH:20]=3)=[N:16][N:15]=2)[C:11]([O:35]CCCCCC)=[CH:10][C:9]=1[C:42]1[O:46][C:45]([C:47]2[CH:52]=[CH:51][CH:50]=[C:49]([O:53][C:54]3[CH:59]=[CH:58][C:57]([N+:60]([O-:62])=[O:61])=[CH:56][CH:55]=3)[CH:48]=2)=[N:44][N:43]=1)CCCCC.B(Br)(Br)Br. (4) The reactants are: [CH3:1][O:2][C:3]1[CH:8]=[CH:7][C:6]([N:9]([CH3:17])[CH2:10][CH:11]2[CH2:16][CH2:15][O:14][CH2:13][CH2:12]2)=[CH:5][C:4]=1[NH:18][C:19]([NH2:21])=[S:20].BrBr. Given the product [CH3:1][O:2][C:3]1[C:4]2[N:18]=[C:19]([NH2:21])[S:20][C:5]=2[C:6]([N:9]([CH3:17])[CH2:10][CH:11]2[CH2:12][CH2:13][O:14][CH2:15][CH2:16]2)=[CH:7][CH:8]=1, predict the reactants needed to synthesize it. (5) Given the product [NH2:1][C:4]1[C:13]2[C:8](=[CH:9][CH:10]=[CH:11][CH:12]=2)[C:7]([O:14][CH:15]([CH3:31])[CH2:16][C:17]2[CH:22]=[CH:21][N:20]=[C:19]([NH:23][C:24](=[O:30])[O:25][C:26]([CH3:28])([CH3:27])[CH3:29])[CH:18]=2)=[CH:6][CH:5]=1, predict the reactants needed to synthesize it. The reactants are: [N+:1]([C:4]1[C:13]2[C:8](=[CH:9][CH:10]=[CH:11][CH:12]=2)[C:7]([O:14][CH:15]([CH3:31])[CH2:16][C:17]2[CH:22]=[CH:21][N:20]=[C:19]([NH:23][C:24](=[O:30])[O:25][C:26]([CH3:29])([CH3:28])[CH3:27])[CH:18]=2)=[CH:6][CH:5]=1)([O-])=O.[H][H]. (6) Given the product [NH2:41][C@@H:37]([C:33]1[C:32]([F:42])=[C:31]([C:9]2[CH:27]=[CH:26][CH:25]=[C:11]([CH2:12][O:13][C:14]3[CH:19]=[CH:18][CH:17]=[CH:16][C:15]=3[CH2:20][C:21]([O:23][CH3:24])=[O:22])[CH:10]=2)[CH:36]=[CH:35][CH:34]=1)[CH2:38][CH2:39][CH3:40], predict the reactants needed to synthesize it. The reactants are: CC1(C)C(C)(C)OB([C:9]2[CH:10]=[C:11]([CH:25]=[CH:26][CH:27]=2)[CH2:12][O:13][C:14]2[CH:19]=[CH:18][CH:17]=[CH:16][C:15]=2[CH2:20][C:21]([O:23][CH3:24])=[O:22])O1.Cl.Br[C:31]1[C:32]([F:42])=[C:33]([C@H:37]([NH2:41])[CH2:38][CH2:39][CH3:40])[CH:34]=[CH:35][CH:36]=1.[O-]P([O-])([O-])=O.[K+].[K+].[K+].C(Cl)Cl. (7) Given the product [Br:19][C:20]1[CH:28]=[C:27]2[C:26](=[CH:22][CH:21]=1)[NH:25][C:24](=[O:29])[C:14]2([O:15][CH3:16])[O:17][CH3:18], predict the reactants needed to synthesize it. The reactants are: CC1C=CC(S([O-])(=O)=O)=CC=1.CO[CH:14]([O:17][CH3:18])[O:15][CH3:16].[Br:19][C:20]1[CH:21]=[C:22]2[C:26](=[CH:27][CH:28]=1)[NH:25][C:24](=[O:29])C2=O. (8) Given the product [F:1][C:2]1[CH:7]=[CH:6][C:5]([CH2:8][CH:9]([C:13]2[CH:18]=[CH:17][C:16]([S:19]([CH3:22])(=[O:20])=[O:21])=[CH:15][CH:14]=2)[C:10]([NH:36][C:33]2[CH:32]=[N:31][C:30]([CH2:29][N:27]([CH2:26][CH2:25][O:24][CH3:23])[CH3:28])=[CH:35][N:34]=2)=[O:12])=[CH:4][CH:3]=1, predict the reactants needed to synthesize it. The reactants are: [F:1][C:2]1[CH:7]=[CH:6][C:5]([CH2:8][CH:9]([C:13]2[CH:18]=[CH:17][C:16]([S:19]([CH3:22])(=[O:21])=[O:20])=[CH:15][CH:14]=2)[C:10]([OH:12])=O)=[CH:4][CH:3]=1.[CH3:23][O:24][CH2:25][CH2:26][N:27]([CH2:29][C:30]1[N:31]=[CH:32][C:33]([NH2:36])=[N:34][CH:35]=1)[CH3:28].CCN=C=NCCCN(C)C.Cl.C([O-])(O)=O.[Na+].